This data is from NCI-60 drug combinations with 297,098 pairs across 59 cell lines. The task is: Regression. Given two drug SMILES strings and cell line genomic features, predict the synergy score measuring deviation from expected non-interaction effect. Drug 1: C1=CC(=CC=C1CCC2=CNC3=C2C(=O)NC(=N3)N)C(=O)NC(CCC(=O)O)C(=O)O. Drug 2: C1=CC=C(C(=C1)C(C2=CC=C(C=C2)Cl)C(Cl)Cl)Cl. Cell line: SF-295. Synergy scores: CSS=29.4, Synergy_ZIP=2.17, Synergy_Bliss=2.48, Synergy_Loewe=-23.3, Synergy_HSA=1.71.